Dataset: Peptide-MHC class I binding affinity with 185,985 pairs from IEDB/IMGT. Task: Regression. Given a peptide amino acid sequence and an MHC pseudo amino acid sequence, predict their binding affinity value. This is MHC class I binding data. (1) The peptide sequence is YLFYGRRRV. The MHC is HLA-A02:01 with pseudo-sequence HLA-A02:01. The binding affinity (normalized) is 0.692. (2) The peptide sequence is VVSYEAGEW. The MHC is HLA-B18:01 with pseudo-sequence HLA-B18:01. The binding affinity (normalized) is 0.0847. (3) The peptide sequence is GEIFGLLGP. The MHC is HLA-B08:03 with pseudo-sequence HLA-B08:03. The binding affinity (normalized) is 0.0847. (4) The peptide sequence is IVIIVLIV. The MHC is H-2-Kb with pseudo-sequence H-2-Kb. The binding affinity (normalized) is 0.132. (5) The peptide sequence is ASSSNYNTY. The MHC is HLA-A80:01 with pseudo-sequence HLA-A80:01. The binding affinity (normalized) is 0.0847.